This data is from Forward reaction prediction with 1.9M reactions from USPTO patents (1976-2016). The task is: Predict the product of the given reaction. (1) Given the reactants Cl[C:2]1[N:10]=[C:9]([CH3:11])[N:8]=[C:7]2[C:3]=1[N:4]=[CH:5][N:6]2[CH:12]1[CH2:17][CH2:16][CH2:15][CH2:14][O:13]1.[C:18]([O:22][C:23]([N:25]1[CH2:30][CH2:29][N:28]([C@@H:31]([C:33]2[CH:34]=[C:35](B(O)O)[C:36]([F:39])=[N:37][CH:38]=2)[CH3:32])[C@@H:27]([CH3:43])[CH2:26]1)=[O:24])([CH3:21])([CH3:20])[CH3:19].C([O-])(=O)C.[K+].CO, predict the reaction product. The product is: [F:39][C:36]1[N:37]=[CH:38][C:33]([C@H:31]([N:28]2[CH2:29][CH2:30][N:25]([C:23]([O:22][C:18]([CH3:19])([CH3:21])[CH3:20])=[O:24])[CH2:26][C@@H:27]2[CH3:43])[CH3:32])=[CH:34][C:35]=1[C:2]1[N:10]=[C:9]([CH3:11])[N:8]=[C:7]2[C:3]=1[N:4]=[CH:5][N:6]2[CH:12]1[CH2:17][CH2:16][CH2:15][CH2:14][O:13]1. (2) Given the reactants [C:1]([O:5][C:6](=[O:34])[NH:7][C@H:8]([C:26]([N:28]1[CH2:32][CH2:31][C@H:30]([F:33])[CH2:29]1)=[O:27])[C@H:9]([CH:11]1[CH2:16][CH2:15][CH:14]([N:17](CC2C=CC=CC=2)[CH3:18])[CH2:13][CH2:12]1)[CH3:10])([CH3:4])([CH3:3])[CH3:2].[H][H], predict the reaction product. The product is: [C:1]([O:5][C:6](=[O:34])[NH:7][C@H:8]([C:26]([N:28]1[CH2:32][CH2:31][C@H:30]([F:33])[CH2:29]1)=[O:27])[C@H:9]([CH:11]1[CH2:16][CH2:15][CH:14]([NH:17][CH3:18])[CH2:13][CH2:12]1)[CH3:10])([CH3:2])([CH3:3])[CH3:4]. (3) Given the reactants [Br:1][C:2]1[CH:3]=[C:4]([CH2:8][C:9]([OH:11])=[O:10])[CH:5]=[CH:6][CH:7]=1.S(=O)(=O)(O)O.[CH2:17](O)[CH3:18], predict the reaction product. The product is: [Br:1][C:2]1[CH:3]=[C:4]([CH2:8][C:9]([O:11][CH2:17][CH3:18])=[O:10])[CH:5]=[CH:6][CH:7]=1.